This data is from Reaction yield outcomes from USPTO patents with 853,638 reactions. The task is: Predict the reaction yield, written as a fraction of the theoretical maximum amount of product (1.0 means a 100% yield; for example, 0.34 means a 34% yield). (1) The catalyst is CN(C=O)C. The reactants are [Br:1][C:2]1[CH:3]=[C:4]([C:9]([O:11][CH2:12][CH3:13])=[O:10])[NH:5][C:6]=1[C:7]#[N:8].[H-].[Na+].[NH2:16]OP(=O)(C1C=CC=CC=1)C1C=CC=CC=1.C([O-])(O)=O.[Na+]. The product is [NH2:16][N:5]1[C:6]([C:7]#[N:8])=[C:2]([Br:1])[CH:3]=[C:4]1[C:9]([O:11][CH2:12][CH3:13])=[O:10]. The yield is 1.00. (2) The reactants are Cl.[CH3:2][C:3]1[N:7]=[C:6]([C:8]2[S:12][C:11]([N:13]3[CH2:18][CH2:17][N:16](C(OC(C)(C)C)=O)[CH2:15][CH2:14]3)=[N:10][CH:9]=2)[O:5][N:4]=1. The catalyst is ClCCCl. The product is [CH3:2][C:3]1[N:7]=[C:6]([C:8]2[S:12][C:11]([N:13]3[CH2:18][CH2:17][NH:16][CH2:15][CH2:14]3)=[N:10][CH:9]=2)[O:5][N:4]=1. The yield is 0.960. (3) The product is [CH2:3]([S:2][C:8]1[C:9]([N+:15]([O-:17])=[O:16])=[C:10]([CH:12]=[CH:13][CH:14]=1)[NH2:11])[CH2:4][CH2:5][CH3:6]. The catalyst is CN(C=O)C. The yield is 0.910. The reactants are [Li][S:2][CH2:3][CH2:4][CH2:5][CH3:6].Cl[C:8]1[C:9]([N+:15]([O-:17])=[O:16])=[C:10]([CH:12]=[CH:13][CH:14]=1)[NH2:11].O. (4) The reactants are Br[C:2]1[CH:14]=[CH:13][C:5]([O:6][CH2:7][CH2:8][NH:9][C:10](=[O:12])[CH3:11])=[CH:4][CH:3]=1.[CH3:15][C:16]1([CH3:30])[CH2:21][O:20][B:19]([B:19]2[O:20][CH2:21][C:16]([CH3:30])([CH3:15])[CH2:17][O:18]2)[O:18][CH2:17]1.CC([O-])=O.[K+].C(OCC)(=O)C. The catalyst is O1CCOCC1.C1C=CC(P(C2C=CC=CC=2)[C-]2C=CC=C2)=CC=1.C1C=CC(P(C2C=CC=CC=2)[C-]2C=CC=C2)=CC=1.Cl[Pd]Cl.[Fe+2]. The product is [CH3:15][C:16]1([CH3:30])[CH2:21][O:20][B:19]([C:2]2[CH:14]=[CH:13][C:5]([O:6][CH2:7][CH2:8][NH:9][C:10](=[O:12])[CH3:11])=[CH:4][CH:3]=2)[O:18][CH2:17]1. The yield is 0.440.